This data is from Catalyst prediction with 721,799 reactions and 888 catalyst types from USPTO. The task is: Predict which catalyst facilitates the given reaction. (1) Reactant: [OH:1][C:2]1[C:27]([O:28][CH3:29])=[CH:26][C:5]2[C:6]3[N:11]([CH:12]([C:14]([CH3:19])([CH3:18])[CH2:15][O:16][CH3:17])[CH2:13][C:4]=2[CH:3]=1)[CH:10]=[C:9]([C:20]([O:22][CH2:23][CH3:24])=[O:21])[C:8](=[O:25])[CH:7]=3.C(=O)([O-])[O-].[K+].[K+].Br[CH2:37][CH:38]1[CH2:40][CH2:39]1.O. Product: [CH:38]1([CH2:37][O:1][C:2]2[C:27]([O:28][CH3:29])=[CH:26][C:5]3[C:6]4[N:11]([CH:12]([C:14]([CH3:18])([CH3:19])[CH2:15][O:16][CH3:17])[CH2:13][C:4]=3[CH:3]=2)[CH:10]=[C:9]([C:20]([O:22][CH2:23][CH3:24])=[O:21])[C:8](=[O:25])[CH:7]=4)[CH2:40][CH2:39]1. The catalyst class is: 3. (2) Reactant: [C:9](O[C:9]([O:11][C:12]([CH3:15])([CH3:14])[CH3:13])=[O:10])([O:11][C:12]([CH3:15])([CH3:14])[CH3:13])=[O:10].[Br:16][C:17]1[CH:25]=[CH:24][C:20]([CH2:21][CH2:22][NH2:23])=[CH:19][CH:18]=1. Product: [Br:16][C:17]1[CH:25]=[CH:24][C:20]([CH2:21][CH2:22][NH:23][C:9](=[O:10])[O:11][C:12]([CH3:13])([CH3:14])[CH3:15])=[CH:19][CH:18]=1. The catalyst class is: 119. (3) Reactant: CO[C:3](=[O:13])[C:4]1[C:9]([I:10])=[CH:8][CH:7]=[CH:6][C:5]=1[CH2:11]Br.[CH3:14][O:15][C:16]1[CH:30]=[CH:29][CH:28]=[CH:27][C:17]=1[O:18][C:19]1[CH:20]=[C:21]([CH:24]=[CH:25][CH:26]=1)[CH2:22][NH2:23].C([O-])([O-])=O.[K+].[K+].C(OCC)(=O)C. Product: [I:10][C:9]1[CH:8]=[CH:7][CH:6]=[C:5]2[C:4]=1[C:3](=[O:13])[N:23]([CH2:22][C:21]1[CH:24]=[CH:25][CH:26]=[C:19]([O:18][C:17]3[CH:27]=[CH:28][CH:29]=[CH:30][C:16]=3[O:15][CH3:14])[CH:20]=1)[CH2:11]2. The catalyst class is: 345. (4) Reactant: C([O-])([O-])=O.[Cs+].[Cs+].[NH:7]1[C:15]2[C:10](=[CH:11][CH:12]=[CH:13][CH:14]=2)[C:9]([CH2:16][CH2:17][CH2:18][C:19]([O:21][CH3:22])=[O:20])=[CH:8]1.[CH:23]1[CH:28]=[CH:27][C:26]([CH2:29]Br)=[CH:25][CH:24]=1.O. Product: [CH2:29]([N:7]1[C:15]2[C:10](=[CH:11][CH:12]=[CH:13][CH:14]=2)[C:9]([CH2:16][CH2:17][CH2:18][C:19]([O:21][CH3:22])=[O:20])=[CH:8]1)[C:26]1[CH:27]=[CH:28][CH:23]=[CH:24][CH:25]=1. The catalyst class is: 23.